Task: Regression. Given two drug SMILES strings and cell line genomic features, predict the synergy score measuring deviation from expected non-interaction effect.. Dataset: NCI-60 drug combinations with 297,098 pairs across 59 cell lines (1) Drug 1: CC(CN1CC(=O)NC(=O)C1)N2CC(=O)NC(=O)C2. Drug 2: C(=O)(N)NO. Cell line: NCI-H226. Synergy scores: CSS=8.52, Synergy_ZIP=-4.36, Synergy_Bliss=-0.552, Synergy_Loewe=-8.82, Synergy_HSA=-0.276. (2) Drug 1: COC1=CC(=CC(=C1O)OC)C2C3C(COC3=O)C(C4=CC5=C(C=C24)OCO5)OC6C(C(C7C(O6)COC(O7)C8=CC=CS8)O)O. Drug 2: C(CN)CNCCSP(=O)(O)O. Cell line: K-562. Synergy scores: CSS=47.3, Synergy_ZIP=1.63, Synergy_Bliss=3.70, Synergy_Loewe=-36.1, Synergy_HSA=3.74.